Dataset: Forward reaction prediction with 1.9M reactions from USPTO patents (1976-2016). Task: Predict the product of the given reaction. Given the reactants [NH2:1][C:2]1[CH:7]=[CH:6][C:5]([C@H:8]2[O:13][CH2:12][CH2:11][N:10](C(OC(C)(C)C)=O)[CH2:9]2)=[CH:4][CH:3]=1.[Cl:21][C:22]1[CH:27]=[CH:26][C:25]([C:28]2[CH:32]=[C:31]([C:33](O)=[O:34])[NH:30][N:29]=2)=[CH:24][CH:23]=1, predict the reaction product. The product is: [ClH:21].[Cl:21][C:22]1[CH:23]=[CH:24][C:25]([C:28]2[CH:32]=[C:31]([C:33]([NH:1][C:2]3[CH:3]=[CH:4][C:5]([C@H:8]4[O:13][CH2:12][CH2:11][NH:10][CH2:9]4)=[CH:6][CH:7]=3)=[O:34])[NH:30][N:29]=2)=[CH:26][CH:27]=1.